Dataset: Full USPTO retrosynthesis dataset with 1.9M reactions from patents (1976-2016). Task: Predict the reactants needed to synthesize the given product. (1) The reactants are: FC(F)(F)C([N:5]([CH2:15][CH:16]1[O:21][CH2:20][CH2:19][NH:18][CH2:17]1)[C@@H:6]1[CH2:8][C@H:7]1[C:9]1[CH:14]=[CH:13][CH:12]=[CH:11][CH:10]=1)=O.[CH:24]([C:26]1[CH:35]=[CH:34][C:29]([C:30]([O:32]C)=[O:31])=[CH:28][CH:27]=1)=O.C(O[BH-](OC(=O)C)OC(=O)C)(=O)C.[Na+].[OH-].[Na+]. Given the product [C:9]1([C@@H:7]2[CH2:8][C@H:6]2[NH:5][CH2:15][CH:16]2[CH2:17][N:18]([CH2:24][C:26]3[CH:35]=[CH:34][C:29]([C:30]([OH:32])=[O:31])=[CH:28][CH:27]=3)[CH2:19][CH2:20][O:21]2)[CH:10]=[CH:11][CH:12]=[CH:13][CH:14]=1, predict the reactants needed to synthesize it. (2) Given the product [CH2:1]([O:10][C:18]([CH:14]1[CH2:15][CH2:16][CH:17]2[O:11][CH:12]2[CH2:13]1)=[O:19])[CH2:2][CH2:3][CH2:4][CH2:5][CH2:6][CH2:7][CH2:8][CH3:9], predict the reactants needed to synthesize it. The reactants are: [CH2:1]([OH:10])[CH2:2][CH2:3][CH2:4][CH2:5][CH2:6][CH2:7][CH2:8][CH3:9].[O:11]1[CH:17]2[CH:12]1[CH2:13][CH:14]([C:18](OC)=[O:19])[CH2:15][CH2:16]2.N12CCN(CC1)CC2.C1(C)C=CC=CC=1. (3) Given the product [C:13]([O:12][C:10](=[O:11])[NH:7][CH2:6][C:5]1[CH:8]=[CH:9][C:2]([I:1])=[CH:3][CH:4]=1)([CH3:16])([CH3:15])[CH3:14], predict the reactants needed to synthesize it. The reactants are: [I:1][C:2]1[CH:9]=[CH:8][C:5]([CH2:6][NH2:7])=[CH:4][CH:3]=1.[C:10](O[C:10]([O:12][C:13]([CH3:16])([CH3:15])[CH3:14])=[O:11])([O:12][C:13]([CH3:16])([CH3:15])[CH3:14])=[O:11].[OH-].[Na+]. (4) The reactants are: Cl[C:2]1[N:11]=[CH:10][C:9]2[N:8]3[CH:12]=[N:13][C:14]([C:15]#[N:16])=[C:7]3[C@@H:6]([CH2:17][CH3:18])[N:5]([CH:19]3[CH2:23][CH2:22][CH2:21][CH2:20]3)[C:4]=2[N:3]=1.[NH2:24][C:25]1[C:33]([O:34][CH3:35])=[CH:32][C:28]([C:29]([OH:31])=[O:30])=[C:27]([F:36])[CH:26]=1.C1(P(C2C=CC=CC=2)C2C3OC4C(=CC=CC=4P(C4C=CC=CC=4)C4C=CC=CC=4)C(C)(C)C=3C=CC=2)C=CC=CC=1.C([O-])([O-])=O.[Cs+].[Cs+]. Given the product [C:15]([C:14]1[N:13]=[CH:12][N:8]2[C:7]=1[C@@H:6]([CH2:17][CH3:18])[N:5]([CH:19]1[CH2:23][CH2:22][CH2:21][CH2:20]1)[C:4]1[N:3]=[C:2]([NH:24][C:25]3[C:33]([O:34][CH3:35])=[CH:32][C:28]([C:29]([OH:31])=[O:30])=[C:27]([F:36])[CH:26]=3)[N:11]=[CH:10][C:9]2=1)#[N:16], predict the reactants needed to synthesize it.